Dataset: Catalyst prediction with 721,799 reactions and 888 catalyst types from USPTO. Task: Predict which catalyst facilitates the given reaction. (1) Reactant: C([O:5][C:6](=[O:18])[CH:7]([N:9]1[C:13]([C:14]([O:16][CH3:17])=[O:15])=[CH:12][N:11]=[N:10]1)[CH3:8])(C)(C)C.Cl. Product: [CH3:17][O:16][C:14]([C:13]1[N:9]([CH:7]([CH3:8])[C:6]([OH:18])=[O:5])[N:10]=[N:11][CH:12]=1)=[O:15]. The catalyst class is: 12. (2) Reactant: [Br:1][C:2]1[CH:3]=[N:4][C:5](Cl)=[N:6][CH:7]=1.[CH3:9][C:10]1[CH:16]=[CH:15][CH:14]=[C:13]([N+:17]([O-:19])=[O:18])[C:11]=1[NH2:12].CC(C)([O-])C.[K+]. Product: [Br:1][C:2]1[CH:3]=[N:4][C:5]([NH:12][C:11]2[C:13]([N+:17]([O-:19])=[O:18])=[CH:14][CH:15]=[CH:16][C:10]=2[CH3:9])=[N:6][CH:7]=1. The catalyst class is: 9. (3) Reactant: [OH:1][C:2]1[CH:9]=[CH:8][C:5]([CH:6]=[O:7])=[CH:4][C:3]=1[O:10][CH3:11].Cl[C:13]([F:18])([F:17])C([O-])=O.[Na+].C(=O)([O-])[O-].[Cs+].[Cs+].Cl. Product: [F:17][CH:13]([F:18])[O:1][C:2]1[CH:9]=[CH:8][C:5]([CH:6]=[O:7])=[CH:4][C:3]=1[O:10][CH3:11]. The catalyst class is: 18.